Dataset: Reaction yield outcomes from USPTO patents with 853,638 reactions. Task: Predict the reaction yield, written as a fraction of the theoretical maximum amount of product (1.0 means a 100% yield; for example, 0.34 means a 34% yield). (1) The reactants are [NH2:1][C@H:2]1[CH2:6][CH2:5][N:4]([CH:7]([C:27]2[CH:32]=[CH:31][C:30]([F:33])=[CH:29][CH:28]=2)[C:8]([N:10]([CH2:12][C:13]2[C:22]3[C:17](=[CH:18][CH:19]=[CH:20][CH:21]=3)[CH:16]=[C:15]([C:23]#[N:24])[C:14]=2[O:25][CH3:26])[CH3:11])=[O:9])[CH2:3]1.[C:34]1(=O)[O:39][C:37](=[O:38])[CH2:36][CH2:35]1.C(N(CC)CC)C. The catalyst is O1CCOCC1. The product is [C:23]([C:15]1[C:14]([O:25][CH3:26])=[C:13]([CH2:12][N:10]([CH3:11])[C:8](=[O:9])[CH:7]([N:4]2[CH2:5][CH2:6][C@H:2]([N:1]3[C:37](=[O:38])[CH2:36][CH2:35][C:34]3=[O:39])[CH2:3]2)[C:27]2[CH:32]=[CH:31][C:30]([F:33])=[CH:29][CH:28]=2)[C:22]2[C:17]([CH:16]=1)=[CH:18][CH:19]=[CH:20][CH:21]=2)#[N:24]. The yield is 0.340. (2) The catalyst is ClCCl. The product is [CH3:16][O:15][N:14]([CH3:13])[C:9]([C:7]1[NH:6][N:5]=[C:4]([N+:1]([O-:3])=[O:2])[CH:8]=1)=[O:11]. The reactants are [N+:1]([C:4]1[CH:8]=[C:7]([C:9]([OH:11])=O)[NH:6][N:5]=1)([O-:3])=[O:2].Cl.[CH3:13][NH:14][O:15][CH3:16].CN(C(ON1N=NC2C=CC=NC1=2)=[N+](C)C)C.F[P-](F)(F)(F)(F)F.C(N(CC)CC)C. The yield is 0.800. (3) The reactants are [CH2:1]([O:3][C:4]1[C:5](=[O:10])[CH2:6][CH2:7][CH2:8][CH:9]=1)[CH3:2].[Li]N([Si](C)(C)C)[Si](C)(C)C.[CH2:21]([O:23][C:24](=[O:30])[C:25](OCC)=[O:26])[CH3:22].Cl. The catalyst is C(OCC)C.O1CCCC1.O.C(Cl)(Cl)Cl. The product is [CH2:1]([O:3][C:4]1[C:5](=[O:10])[CH:6]([C:25](=[O:26])[C:24]([O:23][CH2:21][CH3:22])=[O:30])[CH2:7][CH2:8][CH:9]=1)[CH3:2]. The yield is 0.760. (4) The reactants are [N+:1]([C:4]1[CH:12]=[C:11]2[C:7]([CH:8]=[C:9]([C:13]#[N:14])[NH:10]2)=[CH:6][CH:5]=1)([O-])=O. The catalyst is [Ni].CCO. The product is [NH2:1][C:4]1[CH:12]=[C:11]2[C:7]([CH:8]=[C:9]([C:13]#[N:14])[NH:10]2)=[CH:6][CH:5]=1. The yield is 0.490. (5) The reactants are [N:1]([C@H:4]([C:15]1[N:16]=[C:17]([C:20]2[CH:25]=[CH:24][CH:23]=[CH:22][CH:21]=2)[S:18][CH:19]=1)[CH2:5][C:6]1[CH:11]=[CH:10][C:9]([N+:12]([O-:14])=[O:13])=[CH:8][CH:7]=1)=[C:2]=[S:3].[C:26]([NH:29][NH2:30])(=O)[CH3:27]. The catalyst is CCO. The product is [CH3:27][C:26]1[S:3][C:2]([NH:1][C@H:4]([C:15]2[N:16]=[C:17]([C:20]3[CH:21]=[CH:22][CH:23]=[CH:24][CH:25]=3)[S:18][CH:19]=2)[CH2:5][C:6]2[CH:11]=[CH:10][C:9]([N+:12]([O-:14])=[O:13])=[CH:8][CH:7]=2)=[N:30][N:29]=1. The yield is 0.930.